From a dataset of Catalyst prediction with 721,799 reactions and 888 catalyst types from USPTO. Predict which catalyst facilitates the given reaction. Reactant: C(OC([NH:8][C@H:9]1[CH2:14][CH2:13][C@H:12]([C:15]([OH:17])=[O:16])[CH2:11][CH2:10]1)=O)(C)(C)C.CC(=O)OCC.Cl. Product: [NH2:8][C@H:9]1[CH2:14][CH2:13][C@H:12]([C:15]([OH:17])=[O:16])[CH2:11][CH2:10]1. The catalyst class is: 25.